This data is from Forward reaction prediction with 1.9M reactions from USPTO patents (1976-2016). The task is: Predict the product of the given reaction. (1) Given the reactants [C:1]1([C@H:7]([N:9]2[CH2:16][C@@H:15]3[C@@H:11]([CH2:12][O:13][C:14]3=[O:17])[CH2:10]2)[CH3:8])[CH:6]=[CH:5][CH:4]=[CH:3][CH:2]=1.[CH:18]1([NH2:21])[CH2:20][CH2:19]1, predict the reaction product. The product is: [CH:18]1([NH:21][C:14]([C@@H:15]2[C@H:11]([CH2:12][OH:13])[CH2:10][N:9]([C@H:7]([C:1]3[CH:6]=[CH:5][CH:4]=[CH:3][CH:2]=3)[CH3:8])[CH2:16]2)=[O:17])[CH2:20][CH2:19]1. (2) Given the reactants [F:1][C:2]1[C:13]([O:14][CH3:15])=[CH:12][CH:11]=[CH:10][C:3]=1[C:4](N(OC)C)=[O:5], predict the reaction product. The product is: [F:1][C:2]1[C:13]([O:14][CH3:15])=[CH:12][CH:11]=[CH:10][C:3]=1[CH:4]=[O:5]. (3) Given the reactants [F:1][C:2]1[CH:7]=[CH:6][C:5]([N:8]2[CH2:13][CH2:12][N:11]([CH2:14][CH2:15][CH2:16][N:17]3[C:21]4[C:22](=O)[CH2:23][N:24]([CH3:28])[S:25](=[O:27])(=[O:26])[C:20]=4[CH:19]=[CH:18]3)[CH2:10][CH2:9]2)=[CH:4][CH:3]=1.Cl.[NH2:31][OH:32], predict the reaction product. The product is: [F:1][C:2]1[CH:7]=[CH:6][C:5]([N:8]2[CH2:13][CH2:12][N:11]([CH2:14][CH2:15][CH2:16][N:17]3[C:21]4[C:22](=[N:31][OH:32])[CH2:23][N:24]([CH3:28])[S:25](=[O:27])(=[O:26])[C:20]=4[CH:19]=[CH:18]3)[CH2:10][CH2:9]2)=[CH:4][CH:3]=1. (4) Given the reactants [CH3:1][N:2]([C:4]1[C:9]2[CH2:10][C@@H:11]3[C:21]([C:22](=[O:23])[C:8]=2[C:7]([OH:33])=[CH:6][CH:5]=1)=[C:20]([OH:24])[C@@:19]1([OH:25])[C@H:13]([C@H:14]([N:30]([CH3:32])[CH3:31])[C:15]([OH:29])=[C:16]([C:26]([NH2:28])=[O:27])[C:17]1=[O:18])[CH2:12]3)[CH3:3].Cl, predict the reaction product. The product is: [CH3:3][N:2]([C:4]1[C:9]2[CH2:10][C@@H:11]3[C:21]([C:22](=[O:23])[C:8]=2[C:7]([OH:33])=[CH:6][CH:5]=1)=[C:20]([OH:24])[C@@:19]1([OH:25])[C@H:13]([C@H:14]([N:30]([CH3:32])[CH3:31])[C:15]([OH:29])=[C:16]([C:26]([NH2:28])=[O:27])[C:17]1=[O:18])[CH2:12]3)[CH3:1]. (5) Given the reactants [OH:1][C:2]1[CH:3]=[C:4]2[C:8](=[CH:9][CH:10]=1)[NH:7][N:6]=[C:5]2[N:11]1[C:19](=[O:20])[C:18]2[C:13](=[CH:14][CH:15]=[CH:16][CH:17]=2)[C:12]1=[O:21].[Si:22](Cl)([C:25]([CH3:28])([CH3:27])[CH3:26])([CH3:24])[CH3:23].N12CCCN=C1CCCCC2.Cl, predict the reaction product. The product is: [C:25]([Si:22]([CH3:24])([CH3:23])[O:1][C:2]1[CH:3]=[C:4]2[C:8](=[CH:9][CH:10]=1)[NH:7][N:6]=[C:5]2[N:11]1[C:19](=[O:20])[C:18]2[C:13](=[CH:14][CH:15]=[CH:16][CH:17]=2)[C:12]1=[O:21])([CH3:28])([CH3:27])[CH3:26]. (6) Given the reactants [CH2:1]([O:8][P:9]([O:19][CH2:20][CH2:21][C:22]([CH3:27])([CH3:26])[C:23](O)=[O:24])([O:11][CH2:12][C:13]1[CH:18]=[CH:17][CH:16]=[CH:15][CH:14]=1)=[O:10])[C:2]1[CH:7]=[CH:6][CH:5]=[CH:4][CH:3]=1.CN(C=O)C.C(Cl)(=O)C([Cl:36])=O, predict the reaction product. The product is: [P:9]([O:19][CH2:20][CH2:21][C:22]([CH3:27])([CH3:26])[C:23]([Cl:36])=[O:24])([O:11][CH2:12][C:13]1[CH:18]=[CH:17][CH:16]=[CH:15][CH:14]=1)([O:8][CH2:1][C:2]1[CH:7]=[CH:6][CH:5]=[CH:4][CH:3]=1)=[O:10]. (7) Given the reactants [CH3:1][C:2]([CH3:5])([O-])[CH3:3].[K+].[C:7]1([CH2:13][N:14]2[CH:19]3[CH2:20][CH2:21][CH:15]2CC(=O)C3)[CH:12]=[CH:11][CH:10]=[CH:9][CH:8]=1, predict the reaction product. The product is: [CH2:1]=[C:2]1[CH2:5][CH:15]2[N:14]([CH2:13][C:7]3[CH:12]=[CH:11][CH:10]=[CH:9][CH:8]=3)[CH:19]([CH2:20][CH2:21]2)[CH2:3]1. (8) Given the reactants [NH3:1].[Br:2][C:3]1[CH:4]=[C:5]([O:10][C:11]2[C:16]([F:17])=[C:15]([CH2:18]Br)[CH:14]=[CH:13][C:12]=2[Cl:20])[CH:6]=[C:7]([Cl:9])[CH:8]=1, predict the reaction product. The product is: [Br:2][C:3]1[CH:4]=[C:5]([O:10][C:11]2[C:16]([F:17])=[C:15]([CH2:18][NH2:1])[CH:14]=[CH:13][C:12]=2[Cl:20])[CH:6]=[C:7]([Cl:9])[CH:8]=1.